Dataset: Reaction yield outcomes from USPTO patents with 853,638 reactions. Task: Predict the reaction yield, written as a fraction of the theoretical maximum amount of product (1.0 means a 100% yield; for example, 0.34 means a 34% yield). (1) The reactants are [CH:1]([C@@H:14]1[CH2:20][C@@H:19]2[C@@H:17]([O:18]2)[CH2:16][O:15]1)([C:8]1[CH:13]=[CH:12][CH:11]=[CH:10][CH:9]=1)[C:2]1[CH:7]=[CH:6][CH:5]=[CH:4][CH:3]=1.CO.O.[N-:24]=[N+:25]=[N-:26].[Na+].[NH4+].[Cl-]. The catalyst is CCOCC. The product is [N:24]([C@@H:17]1[CH2:16][O:15][C@H:14]([CH:1]([C:8]2[CH:13]=[CH:12][CH:11]=[CH:10][CH:9]=2)[C:2]2[CH:7]=[CH:6][CH:5]=[CH:4][CH:3]=2)[CH2:20][C@H:19]1[OH:18])=[N+:25]=[N-:26]. The yield is 0.950. (2) The product is [Cl:1][C:2]1[C:11]([CH3:12])=[CH:10][C:9]2[CH:8]([NH:13][C:14]3[CH:23]=[CH:22][C:21]([F:24])=[C:20]4[C:15]=3[CH:16]=[N:17][C:18]([CH3:25])=[N:19]4)[C:7]([C:27]([F:28])([F:29])[F:30])([OH:26])[CH2:6][C:5]([CH3:31])([CH3:32])[C:4]=2[C:3]=1[OH:33]. The yield is 0.984. The reactants are [Cl:1][C:2]1[C:3]([O:33]C)=[C:4]2[C:9](=[CH:10][C:11]=1[CH3:12])[CH:8]([NH:13][C:14]1[CH:23]=[CH:22][C:21]([F:24])=[C:20]3[C:15]=1[CH:16]=[N:17][C:18]([CH3:25])=[N:19]3)[C:7]([C:27]([F:30])([F:29])[F:28])([OH:26])[CH2:6][C:5]2([CH3:32])[CH3:31].B(Br)(Br)Br.C(=O)(O)[O-].[Na+]. The catalyst is ClCCl.C(OCC)(=O)C. (3) The reactants are [Cl:1][C:2]1[CH:9]=[CH:8][C:5]([CH2:6][NH2:7])=[CH:4][CH:3]=1.C(N(CC)C(C)C)(C)C.Cl[C:20]1[S:21][C:22]([CH:26]=[O:27])=[C:23]([Cl:25])[N:24]=1.O. The catalyst is O1CCCC1. The product is [Cl:25][C:23]1[N:24]=[C:20]([NH:7][CH2:6][C:5]2[CH:8]=[CH:9][C:2]([Cl:1])=[CH:3][CH:4]=2)[S:21][C:22]=1[CH:26]=[O:27]. The yield is 0.500. (4) The reactants are [C:1]([C:3]1[CH:8]=[CH:7][CH:6]=[CH:5][C:4]=1[B:9]([OH:11])[OH:10])#[N:2].[CH2:12](O)[CH2:13][CH2:14]O. The catalyst is C(Cl)Cl. The product is [O:10]1[CH2:14][CH2:13][CH2:12][O:11][B:9]1[C:4]1[CH:5]=[CH:6][CH:7]=[CH:8][C:3]=1[C:1]#[N:2]. The yield is 0.572. (5) The product is [CH3:24][C:21]1[CH:20]=[CH:19][C:18]([CH2:17][O:16][CH2:15][CH2:14][CH:11]2[CH2:10][CH2:9][NH:8][CH2:13][CH2:12]2)=[CH:23][CH:22]=1. The catalyst is CO. The reactants are C(OC([N:8]1[CH2:13][CH2:12][CH:11]([CH2:14][CH2:15][O:16][CH2:17][C:18]2[CH:23]=[CH:22][C:21]([CH3:24])=[CH:20][CH:19]=2)[CH2:10][CH2:9]1)=O)(C)(C)C.Cl.CCOCC. The yield is 0.820.